From a dataset of Peptide-MHC class I binding affinity with 185,985 pairs from IEDB/IMGT. Regression. Given a peptide amino acid sequence and an MHC pseudo amino acid sequence, predict their binding affinity value. This is MHC class I binding data. (1) The peptide sequence is VFKGFSDKVR. The MHC is HLA-A03:01 with pseudo-sequence HLA-A03:01. The binding affinity (normalized) is 0. (2) The peptide sequence is GENQLYHFA. The MHC is HLA-B45:01 with pseudo-sequence HLA-B45:01. The binding affinity (normalized) is 0.853. (3) The peptide sequence is AAKKKGASL. The MHC is HLA-B35:01 with pseudo-sequence HLA-B35:01. The binding affinity (normalized) is 0.0847. (4) The peptide sequence is SPTPGPSNA. The MHC is HLA-A30:02 with pseudo-sequence HLA-A30:02. The binding affinity (normalized) is 0.213.